Dataset: Catalyst prediction with 721,799 reactions and 888 catalyst types from USPTO. Task: Predict which catalyst facilitates the given reaction. Reactant: C([N:8]1[CH2:14][C:13]2[N:15]=[CH:16][C:17]([N:19]([CH3:23])[CH2:20][CH2:21][CH3:22])=[N:18][C:12]=2[O:11][CH2:10][CH2:9]1)C1C=CC=CC=1.C(OCC)(=O)C.[ClH:30]. Product: [ClH:30].[CH3:23][N:19]([CH2:20][CH2:21][CH3:22])[C:17]1[CH:16]=[N:15][C:13]2[CH2:14][NH:8][CH2:9][CH2:10][O:11][C:12]=2[N:18]=1. The catalyst class is: 105.